This data is from Catalyst prediction with 721,799 reactions and 888 catalyst types from USPTO. The task is: Predict which catalyst facilitates the given reaction. Reactant: C([SiH2][O:6][C:7](C)(C)[C@@H:8]1[O:12]C(C)(C)[O:10][C@@H:9]1[CH2:15][O:16][C:17]1[CH:18]=[CH:19][C:20]2[C:32](=[O:33])[C:31]3[C:30]4[N:29]=[CH:28][CH:27]=[CH:26][C:25]=4[O:24][C:23]=3[C:22]([CH3:35])([CH3:34])[C:21]=2[CH:36]=1)(C)(C)C.CO.S(=O)(=O)(O)O.C(=O)(O)[O-].[Na+]. Product: [CH3:34][C:22]1([CH3:35])[C:23]2[O:24][C:25]3[CH:26]=[CH:27][CH:28]=[N:29][C:30]=3[C:31]=2[C:32](=[O:33])[C:20]2[CH:19]=[CH:18][C:17]([O:16][CH2:15][C@@H:9]([OH:10])[C@H:8]([OH:12])[CH2:7][OH:6])=[CH:36][C:21]1=2. The catalyst class is: 1.